This data is from Catalyst prediction with 721,799 reactions and 888 catalyst types from USPTO. The task is: Predict which catalyst facilitates the given reaction. (1) Product: [F:1][C:2]1[C:3]([OH:11])=[C:4]([CH:5]=[CH:6][C:7]=1[F:8])[CH:9]=[O:10]. Reactant: [F:1][C:2]1[C:7]([F:8])=[CH:6][CH:5]=[C:4]([CH2:9][OH:10])[C:3]=1[OH:11].C(C1C(=O)C(Cl)=C(Cl)C(=O)C=1C#N)#N. The catalyst class is: 4. (2) Reactant: [OH:1][C:2]1[CH:15]=[CH:14][C:5]([CH2:6][CH:7]2[S:11][C:10](=[O:12])[NH:9][C:8]2=[O:13])=[CH:4][CH:3]=1.CC(C)([O-])C.[K+].[CH3:22][O:23]/[N:24]=[C:25](/[C:28]1[CH:33]=[CH:32][C:31]([CH2:34][CH3:35])=[CH:30][N:29]=1)\[CH2:26]Br.Cl. Product: [CH2:34]([C:31]1[CH:32]=[CH:33][C:28]([C:25](=[N:24][O:23][CH3:22])[CH2:26][O:1][C:2]2[CH:15]=[CH:14][C:5]([CH2:6][CH:7]3[S:11][C:10](=[O:12])[NH:9][C:8]3=[O:13])=[CH:4][CH:3]=2)=[N:29][CH:30]=1)[CH3:35]. The catalyst class is: 16.